From a dataset of Forward reaction prediction with 1.9M reactions from USPTO patents (1976-2016). Predict the product of the given reaction. (1) Given the reactants [NH2:1][C:2]1[CH:7]=[CH:6][C:5]([N:8]2[C:14](=[O:15])[CH2:13][C:12](=[O:16])[NH:11][C:10]3[C:17]4[C:22]([CH:23]=[CH:24][C:9]2=3)=[CH:21][CH:20]=[CH:19][CH:18]=4)=[CH:4][CH:3]=1.Cl.[C:26](Cl)(=[O:33])[C:27]1[CH:32]=[CH:31][N:30]=[CH:29][CH:28]=1.BrC1C=C(S(OC2C=CC(N3C(=O)CC(=O)NC4C5CCCCC=5C=CC3=4)=CC=2)(=O)=O)C=CC=1, predict the reaction product. The product is: [N:30]1[CH:31]=[CH:32][C:27]([C:26]([NH:1][C:2]2[CH:7]=[CH:6][C:5]([N:8]3[C:14](=[O:15])[CH2:13][C:12](=[O:16])[NH:11][C:10]4[C:17]5[C:22]([CH:23]=[CH:24][C:9]3=4)=[CH:21][CH:20]=[CH:19][CH:18]=5)=[CH:4][CH:3]=2)=[O:33])=[CH:28][CH:29]=1. (2) Given the reactants CO.[CH3:3][CH2:4][CH2:5][CH2:6][CH2:7][C@@H:8]([OH:49])[C@H:9]1[C:36](=[O:37])[O:35][C@H:34]([CH3:38])[C@@H:33]([OH:39])[CH:32]=[CH:31][CH:30]=[CH:29][CH:28]=[CH:27][CH:26]=[CH:25][CH:24]=[C:23]([CH3:40])[C@@H:22]([OH:41])[C@H:21]([OH:42])[C@H:20]([OH:43])[CH2:19][C@H:18]([OH:44])[CH2:17][C@H:16]([OH:45])[CH2:15][C@H:14]([OH:46])[CH2:13][C@H:12]([OH:47])[CH2:11][C@@H:10]1[OH:48].[CH3:50][N:51]1[CH2:55][CH2:54][CH2:53][C:52]1=[O:56], predict the reaction product. The product is: [CH3:3][CH2:4][CH2:5][CH2:6][CH2:7][C@@H:8]([OH:49])[C@H:9]1[C:36](=[O:37])[O:35][C@H:34]([CH3:38])[C@@H:33]([OH:39])[CH:32]=[CH:31][CH:30]=[CH:29][CH:28]=[CH:27][CH:26]=[CH:25][CH:24]=[C:23]([CH3:40])[C@@H:22]([OH:41])[C@H:21]([OH:42])[C@H:20]([OH:43])[CH2:19][C@H:18]([OH:44])[CH2:17][C@H:16]([OH:45])[CH2:15][C@H:14]([OH:46])[CH2:13][C@H:12]([OH:47])[CH2:11][C@@H:10]1[OH:48].[CH3:50][N:51]1[CH2:55][CH2:54][CH2:53][C:52]1=[O:56].